Task: Regression. Given a peptide amino acid sequence and an MHC pseudo amino acid sequence, predict their binding affinity value. This is MHC class II binding data.. Dataset: Peptide-MHC class II binding affinity with 134,281 pairs from IEDB (1) The peptide sequence is LRKAFDAFDREKSGS. The MHC is DRB1_0401 with pseudo-sequence DRB1_0401. The binding affinity (normalized) is 0.223. (2) The peptide sequence is STEQNVPDPQVGITT. The MHC is DRB5_0101 with pseudo-sequence DRB5_0101. The binding affinity (normalized) is 0. (3) The peptide sequence is AALAAAAGVPPADKY. The MHC is DRB1_1501 with pseudo-sequence DRB1_1501. The binding affinity (normalized) is 0.222. (4) The peptide sequence is ISPNSVFSQWRVVCESLEEYD. The MHC is DRB1_0404 with pseudo-sequence DRB1_0404. The binding affinity (normalized) is 0.531. (5) The peptide sequence is NFTVGRIIELFTAKG. The MHC is HLA-DQA10102-DQB10602 with pseudo-sequence HLA-DQA10102-DQB10602. The binding affinity (normalized) is 0.624. (6) The peptide sequence is IRPGLLIGFGLRTLW. The MHC is DRB1_0901 with pseudo-sequence DRB1_0901. The binding affinity (normalized) is 0.321. (7) The peptide sequence is VYRIMTRGLLGSYQAGA. The MHC is DRB1_0101 with pseudo-sequence DRB1_0101. The binding affinity (normalized) is 0.363.